From a dataset of Forward reaction prediction with 1.9M reactions from USPTO patents (1976-2016). Predict the product of the given reaction. (1) Given the reactants Cl.[NH2:2][CH:3]1[CH2:8][CH2:7][N:6]([CH2:9][C@@H:10]([C:12]2[C:13]([CH3:22])=[C:14]3[C:18](=[CH:19][CH:20]=2)[C:17](=[O:21])[O:16][CH2:15]3)[OH:11])[CH2:5][CH2:4]1.[S:23]1[CH:27]=[CH:26][N:25]=[C:24]1[C:28]1[CH:36]=[CH:35][C:31]([C:32](O)=[O:33])=[CH:30][CH:29]=1, predict the reaction product. The product is: [OH:11][C@H:10]([C:12]1[C:13]([CH3:22])=[C:14]2[C:18](=[CH:19][CH:20]=1)[C:17](=[O:21])[O:16][CH2:15]2)[CH2:9][N:6]1[CH2:7][CH2:8][CH:3]([NH:2][C:32](=[O:33])[C:31]2[CH:30]=[CH:29][C:28]([C:24]3[S:23][CH:27]=[CH:26][N:25]=3)=[CH:36][CH:35]=2)[CH2:4][CH2:5]1. (2) The product is: [CH3:29][C:10]1[C:9]([NH:8][C@H:4]2[CH2:5][CH2:6][CH2:7][C@@H:2]([NH:1][C:30](=[O:32])[CH3:31])[CH2:3]2)=[N:18][C:17]2[C:12]([N:11]=1)=[CH:13][CH:14]=[CH:15][C:16]=2[C:19]1[NH:23][C:22]2[C@@H:24]([CH3:28])[NH:25][C:26](=[O:27])[C:21]=2[CH:20]=1. Given the reactants [NH2:1][C@@H:2]1[CH2:7][CH2:6][CH2:5][C@H:4]([NH:8][C:9]2[C:10]([CH3:29])=[N:11][C:12]3[C:17]([N:18]=2)=[C:16]([C:19]2[NH:23][C:22]4[C@@H:24]([CH3:28])[NH:25][C:26](=[O:27])[C:21]=4[CH:20]=2)[CH:15]=[CH:14][CH:13]=3)[CH2:3]1.[C:30](OC(=O)C)(=[O:32])[CH3:31].C(N(C(C)C)C(C)C)C, predict the reaction product. (3) Given the reactants C([O:3][C:4](=[O:36])[CH2:5][N:6]([S:31]([CH2:34][CH3:35])(=[O:33])=[O:32])[CH2:7][C:8]1[CH:13]=[CH:12][CH:11]=[C:10]([CH2:14][O:15][C:16]2[CH:21]=[CH:20][C:19]([C:22]3[CH:27]=[C:26]([F:28])[C:25]([F:29])=[CH:24][C:23]=3[F:30])=[CH:18][CH:17]=2)[CH:9]=1)C.[OH-].[Li+], predict the reaction product. The product is: [CH2:34]([S:31]([N:6]([CH2:5][C:4]([OH:36])=[O:3])[CH2:7][C:8]1[CH:13]=[CH:12][CH:11]=[C:10]([CH2:14][O:15][C:16]2[CH:21]=[CH:20][C:19]([C:22]3[CH:27]=[C:26]([F:28])[C:25]([F:29])=[CH:24][C:23]=3[F:30])=[CH:18][CH:17]=2)[CH:9]=1)(=[O:32])=[O:33])[CH3:35]. (4) Given the reactants O=S1(=O)C2C=CC=CC=2N=C(CCl)N1C.[CH3:16][N:17]1[CH:21]=[C:20]([C:22]2[CH:27]=[CH:26][N:25]=[CH:24][CH:23]=2)[C:19]([C:28]2[CH:33]=[CH:32][C:31]([OH:34])=[CH:30][CH:29]=2)=[N:18]1.C[Si]([N-][Si](C)(C)C)(C)C.[Na+].Cl[CH2:46][C:47]1[CH:56]=[CH:55][C:54]2[C:49](=[CH:50][CH:51]=[CH:52][N:53]=2)[N:48]=1, predict the reaction product. The product is: [CH3:16][N:17]1[CH:21]=[C:20]([C:22]2[CH:23]=[CH:24][N:25]=[CH:26][CH:27]=2)[C:19]([C:28]2[CH:33]=[CH:32][C:31]([O:34][CH2:46][C:47]3[CH:56]=[CH:55][C:54]4[C:49](=[CH:50][CH:51]=[CH:52][N:53]=4)[N:48]=3)=[CH:30][CH:29]=2)=[N:18]1. (5) Given the reactants [F:1][C:2]1[C:7]([OH:8])=[CH:6][CH:5]=[C:4]([CH:9]2[CH2:14][CH2:13][O:12][CH2:11][CH2:10]2)[N:3]=1.[OH-].[Na+].[Br:17]Br.S([O-])([O-])=O.[Na+].[Na+].C(=O)([O-])[O-].[Cs+].[Cs+].[CH3:31][O:32][CH2:33]Cl, predict the reaction product. The product is: [Br:17][C:6]1[CH:5]=[C:4]([CH:9]2[CH2:14][CH2:13][O:12][CH2:11][CH2:10]2)[N:3]=[C:2]([F:1])[C:7]=1[O:8][CH2:31][O:32][CH3:33]. (6) Given the reactants [OH:1][C:2]1[CH:7]=[CH:6][C:5]([C:8]([F:11])([F:10])[F:9])=[CH:4][N:3]=1.C(NC1C=CC([O:27][C:28]([N:30]2[CH2:35][CH2:34][CH:33]([O:36][Si](C(C)(C)C)(C)C)[CH2:32][CH2:31]2)=O)=NC=1)(=O)C1C=CC=CC=1.C(N(CC)CC)C.F, predict the reaction product. The product is: [F:10][C:8]([F:9])([F:11])[C:5]1[CH:6]=[CH:7][C:2]([O:1][C:28]([N:30]2[CH2:35][CH2:34][CH:33]([OH:36])[CH2:32][CH2:31]2)=[O:27])=[N:3][CH:4]=1.